Dataset: Full USPTO retrosynthesis dataset with 1.9M reactions from patents (1976-2016). Task: Predict the reactants needed to synthesize the given product. (1) Given the product [NH2:6][CH2:5][CH2:17][NH:8][C:13]([C:10]1[CH:11]=[CH:12][C:7]2[N:8]([CH:17]=[C:5]([C:1]([CH3:2])([CH3:3])[CH3:4])[N:6]=2)[CH:9]=1)=[O:15], predict the reactants needed to synthesize it. The reactants are: [C:1]([C:5]1[N:6]=[C:7]2[CH:12]=[CH:11][C:10]([C:13]([O:15]C)=O)=[CH:9][N:8]2[CH:17]=1)([CH3:4])([CH3:3])[CH3:2]. (2) Given the product [OH:37][CH2:36][CH2:35][NH:34][C:4]([C:6]1[S:7][CH:8]=[C:9]([C:11]2[CH:16]=[CH:15][CH:14]=[C:13]([C:17]3[CH2:18][C:19](=[O:33])[NH:20][C:21]4[CH:27]=[C:26]([N:28]5[CH:29]=[CH:30][CH:31]=[CH:32]5)[CH:25]=[CH:24][C:22]=4[N:23]=3)[CH:12]=2)[N:10]=1)=[O:5], predict the reactants needed to synthesize it. The reactants are: C(O[C:4]([C:6]1[S:7][CH:8]=[C:9]([C:11]2[CH:16]=[CH:15][CH:14]=[C:13]([C:17]3[CH2:18][C:19](=[O:33])[NH:20][C:21]4[CH:27]=[C:26]([N:28]5[CH:32]=[CH:31][CH:30]=[CH:29]5)[CH:25]=[CH:24][C:22]=4[N:23]=3)[CH:12]=2)[N:10]=1)=[O:5])C.[NH2:34][CH2:35][CH2:36][OH:37]. (3) Given the product [F:19][C:15]1[CH:14]=[C:13]([CH:18]=[CH:17][CH:16]=1)[CH2:12][N:8]1[C:7](=[O:20])[CH:6]=[C:5]2[C:10]([CH:11]=[C:2]([C:29]#[C:28][CH2:27][C:21]3[CH:26]=[CH:25][CH:24]=[CH:23][CH:22]=3)[CH:3]=[N:4]2)=[CH:9]1, predict the reactants needed to synthesize it. The reactants are: Br[C:2]1[CH:3]=[N:4][C:5]2[C:10]([CH:11]=1)=[CH:9][N:8]([CH2:12][C:13]1[CH:18]=[CH:17][CH:16]=[C:15]([F:19])[CH:14]=1)[C:7](=[O:20])[CH:6]=2.[C:21]1([CH2:27][C:28]#[CH:29])[CH:26]=[CH:25][CH:24]=[CH:23][CH:22]=1.C(N(CC)CC)C. (4) Given the product [CH3:1][O:2][C:3]1[CH:4]=[CH:5][C:6]2[N:10]([CH3:11])[C:9](=[O:12])[N:8]([CH2:13][C@H:14]3[CH2:19][CH2:18][C@H:17]([C:20]4[O:25][C:24]([C:26]5[C:27]([C:32]([F:35])([F:34])[F:33])=[N:28][N:29]([CH3:31])[CH:30]=5)=[N:23][N:22]=4)[CH2:16][CH2:15]3)[C:7]=2[CH:36]=1, predict the reactants needed to synthesize it. The reactants are: [CH3:1][O:2][C:3]1[CH:4]=[CH:5][C:6]2[N:10]([CH3:11])[C:9](=[O:12])[N:8]([CH2:13][C@H:14]3[CH2:19][CH2:18][C@H:17]([C:20]([NH:22][NH:23][C:24]([C:26]4[C:27]([C:32]([F:35])([F:34])[F:33])=[N:28][N:29]([CH3:31])[CH:30]=4)=[O:25])=O)[CH2:16][CH2:15]3)[C:7]=2[CH:36]=1.S(Cl)(C1C=CC(C)=CC=1)(=O)=O. (5) Given the product [F:22][CH:7]([F:6])[C:8]1([C:15]2[C:20]([N+:1]([O-:4])=[O:2])=[CH:19][CH:18]=[CH:17][C:16]=2[F:21])[CH2:13][O:12][CH2:11][C:10]([NH2:14])=[N:9]1, predict the reactants needed to synthesize it. The reactants are: [N+:1]([O-:4])([O-])=[O:2].[K+].[F:6][CH:7]([F:22])[C:8]1([C:15]2[CH:20]=[CH:19][CH:18]=[CH:17][C:16]=2[F:21])[CH2:13][O:12][CH2:11][C:10]([NH2:14])=[N:9]1.CC(OC)(C)C.[OH-].[Na+]. (6) Given the product [C:1]([CH:3]1[CH2:6][N:5]([C:7](=[O:31])[C@H:8]([NH:10][C:11]([C:13]2[C:21]3[C:16](=[N:17][CH:18]=[C:19]([C:35]4[C:36]5[CH2:37][C:38]([CH3:42])([CH3:43])[CH2:39][CH2:40][C:41]=5[N:33]([CH3:32])[N:34]=4)[N:20]=3)[N:15]([CH2:23][O:24][CH2:25][CH2:26][Si:27]([CH3:30])([CH3:29])[CH3:28])[CH:14]=2)=[O:12])[CH3:9])[CH2:4]1)#[N:2], predict the reactants needed to synthesize it. The reactants are: [C:1]([CH:3]1[CH2:6][N:5]([C:7](=[O:31])[C@H:8]([NH:10][C:11]([C:13]2[C:21]3[C:16](=[N:17][CH:18]=[C:19](Br)[N:20]=3)[N:15]([CH2:23][O:24][CH2:25][CH2:26][Si:27]([CH3:30])([CH3:29])[CH3:28])[CH:14]=2)=[O:12])[CH3:9])[CH2:4]1)#[N:2].[CH3:32][N:33]1[C:41]2[CH2:40][CH2:39][C:38]([CH3:43])([CH3:42])[CH2:37][C:36]=2[C:35]([Sn](CCCC)(CCCC)CCCC)=[N:34]1. (7) Given the product [CH3:1][C@H:2]1[N:7]([C:8]([C:9]2[CH:14]=[CH:13][CH:12]=[CH:11][C:10]=2[N:15]2[N:16]=[CH:17][CH:18]=[N:19]2)=[O:20])[CH2:6][C@H:5]([O:21][C:22]2[CH:31]=[CH:30][CH:29]=[C:28]3[C:23]=2[CH2:24][CH2:25][CH2:26][CH:27]3[OH:32])[CH2:4][CH2:3]1, predict the reactants needed to synthesize it. The reactants are: [CH3:1][CH:2]1[N:7]([C:8](=[O:20])[C:9]2[CH:14]=[CH:13][CH:12]=[CH:11][C:10]=2[N:15]2[N:19]=[CH:18][CH:17]=[N:16]2)[CH2:6][CH:5]([O:21][C:22]2[CH:31]=[CH:30][CH:29]=[C:28]3[C:23]=2[CH2:24][CH2:25][CH2:26][C:27]3=[O:32])[CH2:4][CH2:3]1.[BH4-].[Na+].